Dataset: Retrosynthesis with 50K atom-mapped reactions and 10 reaction types from USPTO. Task: Predict the reactants needed to synthesize the given product. Given the product CCc1ccc(NCC(C)(C)c2ccc(F)cc2)nn1, predict the reactants needed to synthesize it. The reactants are: C=Cc1ccc(NCC(C)(C)c2ccc(F)cc2)nn1.